This data is from TCR-epitope binding with 47,182 pairs between 192 epitopes and 23,139 TCRs. The task is: Binary Classification. Given a T-cell receptor sequence (or CDR3 region) and an epitope sequence, predict whether binding occurs between them. (1) The epitope is RAKFKQLL. The TCR CDR3 sequence is CASSQDFAVAGGETQYF. Result: 0 (the TCR does not bind to the epitope). (2) The epitope is TPINLVRDL. The TCR CDR3 sequence is CSAGGTGVYEQYF. Result: 1 (the TCR binds to the epitope). (3) The epitope is TSNQVAVLY. The TCR CDR3 sequence is CASSPGFSYNEQFF. Result: 0 (the TCR does not bind to the epitope). (4) The epitope is CLGGLLTMV. The TCR CDR3 sequence is CASSLSRGAYEQYF. Result: 0 (the TCR does not bind to the epitope). (5) The epitope is FVRATATIPI. The TCR CDR3 sequence is CASSFSGNTGELFF. Result: 0 (the TCR does not bind to the epitope). (6) The epitope is RLRAEAQVK. The TCR CDR3 sequence is CASSLGGGDYEQYF. Result: 1 (the TCR binds to the epitope). (7) The epitope is AYAQKIFKI. The TCR CDR3 sequence is CASSLMVDEYF. Result: 0 (the TCR does not bind to the epitope).